This data is from Catalyst prediction with 721,799 reactions and 888 catalyst types from USPTO. The task is: Predict which catalyst facilitates the given reaction. (1) Reactant: [NH2:1][C:2]1[CH:11]=[C:10]([N+:12]([O-:14])=[O:13])[CH:9]=[CH:8][C:3]=1[C:4]([O:6]C)=[O:5].C(N(CC)CC)C.[CH3:22][S:23](Cl)(=[O:25])=[O:24].[OH-].[Na+]. Product: [CH3:22][S:23]([NH:1][C:2]1[CH:11]=[C:10]([N+:12]([O-:14])=[O:13])[CH:9]=[CH:8][C:3]=1[C:4]([OH:6])=[O:5])(=[O:25])=[O:24]. The catalyst class is: 30. (2) Reactant: [Br:1][C:2]1[N:7]=[CH:6][C:5]([OH:8])=[CH:4][CH:3]=1.CS(O[CH2:14][CH:15]1[CH2:20][CH2:19][N:18]([C:21]2[O:25][N:24]=[C:23]([CH:26]([CH3:28])[CH3:27])[N:22]=2)[CH2:17][CH2:16]1)(=O)=O.C(=O)([O-])[O-].[K+].[K+].CN(C=O)C. The catalyst class is: 6. Product: [Br:1][C:2]1[CH:3]=[CH:4][C:5]([O:8][CH2:14][CH:15]2[CH2:20][CH2:19][N:18]([C:21]3[O:25][N:24]=[C:23]([CH:26]([CH3:28])[CH3:27])[N:22]=3)[CH2:17][CH2:16]2)=[CH:6][N:7]=1. (3) Product: [NH2:1][C:2]1[N:7]=[C:6]2[N:8]([CH3:21])[N:9]=[C:10]([C:11]3[CH:12]=[C:13]([CH:16]=[CH:17][C:18]=3[O:19][CH3:20])[C:14]([OH:28])=[O:15])[C:5]2=[CH:4][N:3]=1. Reactant: [NH2:1][C:2]1[N:7]=[C:6]2[N:8]([CH3:21])[N:9]=[C:10]([C:11]3[CH:12]=[C:13]([CH:16]=[CH:17][C:18]=3[O:19][CH3:20])[CH:14]=[O:15])[C:5]2=[CH:4][N:3]=1.CC(=CC)C.Cl([O-])=[O:28].[Na+].P([O-])(O)(O)=O.[Na+]. The catalyst class is: 371. (4) Reactant: C1(NC2CCCCC2)CCCCC1.[Li]CCCC.CCCCCC.[C:25]([O:30][CH3:31])(=[O:29])[CH:26]([CH3:28])[CH3:27].Br[C:33]1[CH:34]=[C:35]([CH:39]2[O:43][CH2:42][CH2:41][O:40]2)[CH:36]=[CH:37][CH:38]=1.P(C(C)(C)C)(C(C)(C)C)C(C)(C)C. Product: [CH3:31][O:30][C:25](=[O:29])[C:26]([C:37]1[CH:38]=[CH:33][CH:34]=[C:35]([CH:39]2[O:40][CH2:41][CH2:42][O:43]2)[CH:36]=1)([CH3:28])[CH3:27]. The catalyst class is: 101. (5) Reactant: [C:1]([C:3]12[CH2:12][CH:7]3[CH2:8][CH:9]([CH2:11][CH:5]([N:6]3C(OC(C)(C)C)=O)[CH2:4]1)[CH2:10]2)#[N:2].FC(F)(F)C(O)=O. Product: [CH:7]12[CH2:12][C:3]3([C:1]#[N:2])[CH2:10][CH:9]([CH2:11][CH:5]([CH2:4]3)[NH:6]1)[CH2:8]2. The catalyst class is: 2. (6) Reactant: [C:1]1([C:26]2[CH:31]=[CH:30][CH:29]=[CH:28][CH:27]=2)[CH:6]=[CH:5][C:4](/[C:7](/I)=[CH:8]/[CH2:9][S:10][C:11]2[CH:23]=[CH:22][C:14]([O:15][CH2:16][C:17]([O:19]CC)=[O:18])=[C:13]([CH3:24])[CH:12]=2)=[CH:3][CH:2]=1.[S:32]1[C:36]([Sn](CCCC)(CCCC)CCCC)=[CH:35][C:34]2[CH:50]=[CH:51][CH:52]=[CH:53][C:33]1=2.C(Cl)(Cl)Cl.C(P(C(C)(C)C)C(C)(C)C)(C)(C)C.C1CCCCC1.[F-].[K+]. Product: [S:32]1[C:36]([C:7]([C:4]2[CH:3]=[CH:2][C:1]([C:26]3[CH:31]=[CH:30][CH:29]=[CH:28][CH:27]=3)=[CH:6][CH:5]=2)=[CH:8][CH2:9][S:10][C:11]2[CH:23]=[CH:22][C:14]([O:15][CH2:16][C:17]([OH:19])=[O:18])=[C:13]([CH3:24])[CH:12]=2)=[CH:35][C:34]2[CH:50]=[CH:51][CH:52]=[CH:53][C:33]1=2. The catalyst class is: 42.